Predict which catalyst facilitates the given reaction. From a dataset of Catalyst prediction with 721,799 reactions and 888 catalyst types from USPTO. (1) Reactant: [CH2:1]([O:5][C:6]1[CH:11]=[CH:10][C:9]([F:12])=[CH:8][C:7]=1[CH2:13][CH2:14][C:15]([OH:17])=O)[CH2:2][CH2:3][CH3:4].[CH:18]([NH:21][NH:22][C:23](=[O:30])[C:24]1[CH:29]=[CH:28][CH:27]=[CH:26][CH:25]=1)([CH3:20])[CH3:19].C(N(C(C)C)CC)(C)C.C1CN([P+](Br)(N2CCCC2)N2CCCC2)CC1.F[P-](F)(F)(F)(F)F. Product: [CH2:1]([O:5][C:6]1[CH:11]=[CH:10][C:9]([F:12])=[CH:8][C:7]=1[CH2:13][CH2:14][C:15]([N:21]([CH:18]([CH3:20])[CH3:19])[NH:22][C:23](=[O:30])[C:24]1[CH:29]=[CH:28][CH:27]=[CH:26][CH:25]=1)=[O:17])[CH2:2][CH2:3][CH3:4]. The catalyst class is: 3. (2) Reactant: [C:1]([O:5][C:6]([NH:8][C@@H:9]([CH2:13][O:14][CH3:15])[C:10](O)=[O:11])=[O:7])([CH3:4])([CH3:3])[CH3:2].C[N:17]1CCOCC1.C(OC(Cl)=O)C(C)C.N. Product: [C:1]([O:5][C:6](=[O:7])[NH:8][C@H:9]([C:10](=[O:11])[NH2:17])[CH2:13][O:14][CH3:15])([CH3:4])([CH3:3])[CH3:2]. The catalyst class is: 1.